Dataset: Peptide-MHC class II binding affinity with 134,281 pairs from IEDB. Task: Regression. Given a peptide amino acid sequence and an MHC pseudo amino acid sequence, predict their binding affinity value. This is MHC class II binding data. (1) The peptide sequence is YDKFLANVSTVLTVK. The MHC is DRB1_1302 with pseudo-sequence DRB1_1302. The binding affinity (normalized) is 0.998. (2) The peptide sequence is AEQFKQKALGLLQTASRQAE. The MHC is DRB1_1101 with pseudo-sequence DRB1_1101. The binding affinity (normalized) is 0. (3) The peptide sequence is LQLIRLAASLQHYGL. The MHC is HLA-DPA10201-DPB10501 with pseudo-sequence HLA-DPA10201-DPB10501. The binding affinity (normalized) is 0.731. (4) The binding affinity (normalized) is 0.262. The MHC is HLA-DQA10501-DQB10201 with pseudo-sequence HLA-DQA10501-DQB10201. The peptide sequence is EPGHLAPTGMFVAAA. (5) The peptide sequence is MANSRAFALVLLFCA. The MHC is HLA-DPA10103-DPB10401 with pseudo-sequence HLA-DPA10103-DPB10401. The binding affinity (normalized) is 0.0375. (6) The peptide sequence is PARLFKAFVLDSDNL. The MHC is HLA-DPA10201-DPB11401 with pseudo-sequence HLA-DPA10201-DPB11401. The binding affinity (normalized) is 0.291. (7) The peptide sequence is PICPGYRWMCLRRFIIFL. The MHC is DRB1_0405 with pseudo-sequence DRB1_0405. The binding affinity (normalized) is 0.612.